Task: Predict the reaction yield, written as a fraction of the theoretical maximum amount of product (1.0 means a 100% yield; for example, 0.34 means a 34% yield).. Dataset: Reaction yield outcomes from USPTO patents with 853,638 reactions The reactants are [OH:1][C:2]1[CH:3]=[C:4]2[C:8](=[CH:9][CH:10]=1)[NH:7][CH:6]=[CH:5]2.C(=O)([O-])[O-].[K+].[K+].Br[CH2:18][C:19]([O:21][CH2:22][CH3:23])=[O:20]. The catalyst is CN(C=O)C. The product is [NH:7]1[C:8]2[C:4](=[CH:3][C:2]([O:1][CH2:18][C:19]([O:21][CH2:22][CH3:23])=[O:20])=[CH:10][CH:9]=2)[CH:5]=[CH:6]1. The yield is 0.820.